Predict the reaction yield, written as a fraction of the theoretical maximum amount of product (1.0 means a 100% yield; for example, 0.34 means a 34% yield). From a dataset of Reaction yield outcomes from USPTO patents with 853,638 reactions. The reactants are [CH2:1]([N:8]([CH3:34])[C:9]([CH:11]1[C:23]2[C:22]3[C:17](=[CH:18][CH:19]=[CH:20][CH:21]=3)[N:16]([CH2:24][CH2:25][O:26]CC3C=CC=CC=3)[C:15]=2[CH2:14][CH2:13][CH2:12]1)=[O:10])[C:2]1[CH:7]=[CH:6][CH:5]=[CH:4][CH:3]=1. The catalyst is CO.[Pd]. The product is [CH2:1]([N:8]([CH3:34])[C:9]([CH:11]1[C:23]2[C:22]3[C:17](=[CH:18][CH:19]=[CH:20][CH:21]=3)[N:16]([CH2:24][CH2:25][OH:26])[C:15]=2[CH2:14][CH2:13][CH2:12]1)=[O:10])[C:2]1[CH:3]=[CH:4][CH:5]=[CH:6][CH:7]=1. The yield is 0.200.